Predict the reactants needed to synthesize the given product. From a dataset of Full USPTO retrosynthesis dataset with 1.9M reactions from patents (1976-2016). (1) Given the product [Cl:1][C:2]1[C:7]([O:8][CH3:9])=[CH:6][C:5]([N+:14]([O-:16])=[O:15])=[C:4]([NH:10][C:11](=[O:13])[CH3:12])[CH:3]=1, predict the reactants needed to synthesize it. The reactants are: [Cl:1][C:2]1[CH:3]=[C:4]([NH:10][C:11](=[O:13])[CH3:12])[CH:5]=[CH:6][C:7]=1[O:8][CH3:9].[N+:14]([O-])([OH:16])=[O:15].O. (2) Given the product [Br:1][C:2]1[CH:3]=[CH:4][C:5]([CH:8]([CH2:9][OH:10])[CH2:11][CH2:12][CH:13]=[CH:14][C:15]([O:19][CH2:20][C:21]2[CH:26]=[CH:25][CH:24]=[CH:23][CH:22]=2)=[O:18])=[CH:6][CH:7]=1, predict the reactants needed to synthesize it. The reactants are: [Br:1][C:2]1[CH:7]=[CH:6][C:5]([CH:8]([CH2:11][CH2:12][CH:13]=[CH2:14])[CH2:9][OH:10])=[CH:4][CH:3]=1.[C:15]([O:19][CH2:20][C:21]1[CH:26]=[CH:25][CH:24]=[CH:23][CH:22]=1)(=[O:18])C=C. (3) Given the product [Br:1][C:2]1[CH:7]=[CH:6][C:5]([CH2:8][Br:10])=[CH:4][C:3]=1[F:9], predict the reactants needed to synthesize it. The reactants are: [Br:1][C:2]1[CH:7]=[CH:6][C:5]([CH3:8])=[CH:4][C:3]=1[F:9].[Br:10]N1C(=O)CCC1=O.C(OOC(=O)C1C=CC=CC=1)(=O)C1C=CC=CC=1. (4) Given the product [Cl:43][C:40]1[CH:39]=[CH:38][C:37]([C:29]2[S:28][C:27]3[C:25](=[O:24])[N:1]([CH2:2][C:3]4[N:8]=[C:7]([O:9][CH:10]5[CH2:11][CH2:12][N:13]([C:16]([O:18][C:19]([CH3:22])([CH3:21])[CH3:20])=[O:17])[CH2:14][CH2:15]5)[CH:6]=[CH:5][CH:4]=4)[CH:33]=[N:32][C:31]=3[CH:30]=2)=[CH:42][CH:41]=1, predict the reactants needed to synthesize it. The reactants are: [NH2:1][CH2:2][C:3]1[N:8]=[C:7]([O:9][CH:10]2[CH2:15][CH2:14][N:13]([C:16]([O:18][C:19]([CH3:22])([CH3:21])[CH3:20])=[O:17])[CH2:12][CH2:11]2)[CH:6]=[CH:5][CH:4]=1.C[O:24][C:25]([C:27]1[S:28][C:29]([C:37]2[CH:42]=[CH:41][C:40]([Cl:43])=[CH:39][CH:38]=2)=[CH:30][C:31]=1[N:32]=[CH:33]N(C)C)=O. (5) Given the product [Cl:1][C:2]1[CH:3]=[C:4]([CH:15]([C:18]2[CH:23]=[CH:22][CH:21]=[C:20]([Cl:24])[CH:19]=2)[N:16]2[C:35]3[C:30](=[CH:29][CH:28]=[C:27]([C:26]([F:39])([F:38])[F:25])[CH:36]=3)[C:31]([NH2:48])=[CH:32][CH2:33]2)[CH:5]=[CH:6][C:7]=1[CH2:8][N:9]1[CH2:14][CH2:13][O:12][CH2:11][CH2:10]1, predict the reactants needed to synthesize it. The reactants are: [Cl:1][C:2]1[CH:3]=[C:4]([C:15]([C:18]2[CH:23]=[CH:22][CH:21]=[C:20]([Cl:24])[CH:19]=2)=[N:16]O)[CH:5]=[CH:6][C:7]=1[CH2:8][N:9]1[CH2:14][CH2:13][O:12][CH2:11][CH2:10]1.[F:25][C:26]([F:39])([F:38])[C:27]1[CH:36]=[C:35]2[C:30]([C:31](Cl)=[CH:32][CH:33]=N2)=[CH:29][CH:28]=1.ClC1C=C2C(C(N)=CC[N:48]2C(C2C=CC=C(Cl)C=2)C2C=CC(CN3CCCC3)=CC=2)=CC=1. (6) The reactants are: [C:1]([O:5][C:6]([N:8]([CH2:21][CH2:22][NH:23][C:24]([O:26][C:27]([CH3:30])([CH3:29])[CH3:28])=[O:25])[C:9]1[CH:14]=[CH:13][C:12]([CH2:15][C:16]([O:18]C)=[O:17])=[CH:11][N+:10]=1[O-:20])=[O:7])([CH3:4])([CH3:3])[CH3:2].[OH-].[Na+].Cl. Given the product [C:1]([O:5][C:6]([N:8]([CH2:21][CH2:22][NH:23][C:24]([O:26][C:27]([CH3:30])([CH3:29])[CH3:28])=[O:25])[C:9]1[CH:14]=[CH:13][C:12]([CH2:15][C:16]([OH:18])=[O:17])=[CH:11][N+:10]=1[O-:20])=[O:7])([CH3:3])([CH3:4])[CH3:2], predict the reactants needed to synthesize it. (7) The reactants are: [C:1]([C:5]1[N:6]=[C:7]2[CH:12]=[C:11]([C:13](O)=[O:14])[CH:10]=[CH:9][N:8]2[C:16]=1[CH2:17][CH:18]1[CH2:23][CH2:22][CH2:21][CH2:20][CH2:19]1)([CH3:4])([CH3:3])[CH3:2].[CH3:24][CH:25]1[CH2:30][CH2:29][CH2:28][NH:27][CH2:26]1. Given the product [C:1]([C:5]1[N:6]=[C:7]2[CH:12]=[C:11]([C:13]([N:27]3[CH2:28][CH2:29][CH2:30][CH:25]([CH3:24])[CH2:26]3)=[O:14])[CH:10]=[CH:9][N:8]2[C:16]=1[CH2:17][CH:18]1[CH2:19][CH2:20][CH2:21][CH2:22][CH2:23]1)([CH3:4])([CH3:2])[CH3:3], predict the reactants needed to synthesize it. (8) Given the product [Br:1][C:2]1[CH:7]=[CH:6][C:5]([S:8]([N:15]([CH2:16][CH3:17])[CH2:13][CH3:14])(=[O:10])=[O:9])=[C:4]([F:12])[CH:3]=1, predict the reactants needed to synthesize it. The reactants are: [Br:1][C:2]1[CH:7]=[CH:6][C:5]([S:8](Cl)(=[O:10])=[O:9])=[C:4]([F:12])[CH:3]=1.[CH2:13]([NH:15][CH2:16][CH3:17])[CH3:14]. (9) Given the product [C:1]([NH:5][Si:12]([CH3:26])([CH3:27])[CH:13]1[C:21]2[S:22][C:23]([CH3:25])=[CH:24][C:20]=2[C:19]2[CH:18]=[CH:17][CH:16]=[CH:15][C:14]1=2)([CH3:4])([CH3:3])[CH3:2], predict the reactants needed to synthesize it. The reactants are: [C:1]([NH2:5])([CH3:4])([CH3:3])[CH3:2].[Li]CCCC.Cl[Si:12]([CH3:27])([CH3:26])[CH:13]1[C:21]2[S:22][C:23]([CH3:25])=[CH:24][C:20]=2[C:19]2[CH:18]=[CH:17][CH:16]=[CH:15][C:14]1=2. (10) Given the product [F:16][C:13]1[CH:14]=[CH:15][C:10]([CH:7]2[N:6]([S:17]([C:20]3[CH:25]=[CH:24][C:23]([CH3:26])=[CH:22][CH:21]=3)(=[O:18])=[O:19])[CH:5]([C:3]([OH:4])=[O:2])[CH2:9][CH2:8]2)=[CH:11][CH:12]=1, predict the reactants needed to synthesize it. The reactants are: C[O:2][C:3]([CH:5]1[CH2:9][CH2:8][CH:7]([C:10]2[CH:15]=[CH:14][C:13]([F:16])=[CH:12][CH:11]=2)[N:6]1[S:17]([C:20]1[CH:25]=[CH:24][C:23]([CH3:26])=[CH:22][CH:21]=1)(=[O:19])=[O:18])=[O:4].